From a dataset of Full USPTO retrosynthesis dataset with 1.9M reactions from patents (1976-2016). Predict the reactants needed to synthesize the given product. The reactants are: C(OC(=O)[NH:7][C:8]1[CH:35]=[CH:34][C:11]2[N:12]([CH2:29][C:30]([OH:33])([CH3:32])[CH3:31])[C:13]([NH:15][C:16]([C:18]3[S:19][C:20]([C:23]4[O:27][C:26]([CH3:28])=[N:25][CH:24]=4)=[CH:21][CH:22]=3)=[O:17])=[N:14][C:10]=2[CH:9]=1)(C)(C)C.C(O)(C(F)(F)F)=O. Given the product [NH2:7][C:8]1[CH:35]=[CH:34][C:11]2[N:12]([CH2:29][C:30]([OH:33])([CH3:32])[CH3:31])[C:13]([NH:15][C:16]([C:18]3[S:19][C:20]([C:23]4[O:27][C:26]([CH3:28])=[N:25][CH:24]=4)=[CH:21][CH:22]=3)=[O:17])=[N:14][C:10]=2[CH:9]=1, predict the reactants needed to synthesize it.